This data is from Reaction yield outcomes from USPTO patents with 853,638 reactions. The task is: Predict the reaction yield, written as a fraction of the theoretical maximum amount of product (1.0 means a 100% yield; for example, 0.34 means a 34% yield). (1) The reactants are [CH3:1][O:2][C:3]1[CH:8]=[C:7]([CH:9]([C:11]2[CH:16]=[CH:15][CH:14]=[CH:13][CH:12]=2)[OH:10])[CH:6]=[CH:5][C:4]=1[C:17]1[CH:22]=[CH:21][CH:20]=[C:19]([CH3:23])[CH:18]=1.C1C=C[NH+]=CC=1.[O-][Cr](Cl)(=O)=O. The catalyst is C(Cl)Cl.CCOCC.[Cl-].[Na+].O. The product is [CH3:1][O:2][C:3]1[CH:8]=[C:7]([C:9]([C:11]2[CH:16]=[CH:15][CH:14]=[CH:13][CH:12]=2)=[O:10])[CH:6]=[CH:5][C:4]=1[C:17]1[CH:22]=[CH:21][CH:20]=[C:19]([CH3:23])[CH:18]=1. The yield is 0.905. (2) The reactants are O[Li].O.[CH2:4]([O:11][N:12]([C@H:25]1[CH2:30][N:29]([C:31]([O:33][C:34]([CH3:37])([CH3:36])[CH3:35])=[O:32])[C@H:28]([C:38]([O:40]CC)=[O:39])[CH2:27][CH2:26]1)[S:13]([C:16]1[CH:21]=[CH:20][CH:19]=[CH:18][C:17]=1[N+:22]([O-:24])=[O:23])(=[O:15])=[O:14])[C:5]1[CH:10]=[CH:9][CH:8]=[CH:7][CH:6]=1.Cl. The catalyst is C1COCC1.O. The product is [CH2:4]([O:11][N:12]([C@H:25]1[CH2:30][N:29]([C:31]([O:33][C:34]([CH3:36])([CH3:37])[CH3:35])=[O:32])[C@H:28]([C:38]([OH:40])=[O:39])[CH2:27][CH2:26]1)[S:13]([C:16]1[CH:21]=[CH:20][CH:19]=[CH:18][C:17]=1[N+:22]([O-:24])=[O:23])(=[O:14])=[O:15])[C:5]1[CH:10]=[CH:9][CH:8]=[CH:7][CH:6]=1. The yield is 0.950. (3) The reactants are Br[C:2]1[S:3][CH:4]=[C:5]([C:7]([O:9][CH2:10][CH3:11])=[O:8])[N:6]=1.[Cl:12][C:13]1[CH:14]=[C:15](B2OC(C)(C)C(C)(C)O2)[CH:16]=[C:17]([Cl:21])[C:18]=1[O:19][CH3:20]. The catalyst is C(COC)OC.[F-].[Cs+].C1C=CC(P(C2C=CC=CC=2)[C-]2C=CC=C2)=CC=1.C1C=CC(P(C2C=CC=CC=2)[C-]2C=CC=C2)=CC=1.Cl[Pd]Cl.[Fe+2]. The product is [Cl:12][C:13]1[CH:14]=[C:15]([C:2]2[S:3][CH:4]=[C:5]([C:7]([O:9][CH2:10][CH3:11])=[O:8])[N:6]=2)[CH:16]=[C:17]([Cl:21])[C:18]=1[O:19][CH3:20]. The yield is 0.900. (4) The reactants are [CH3:1][C:2]1[CH:10]=[C:6]([C:7]([OH:9])=O)[C:5]([OH:11])=[CH:4][CH:3]=1.[CH3:12][O:13][C:14]1[CH:15]=[C:16]2[C:21](=[CH:22][C:23]=1[O:24][CH3:25])[CH2:20][N:19]([CH2:26][CH2:27][CH2:28][CH2:29][NH2:30])[CH2:18][CH2:17]2.C1(N=C=NC2CCCCC2)CCCCC1.O.ON1C2C=CC=CC=2N=N1. The catalyst is ClCCl. The product is [CH3:12][O:13][C:14]1[CH:15]=[C:16]2[C:21](=[CH:22][C:23]=1[O:24][CH3:25])[CH2:20][N:19]([CH2:26][CH2:27][CH2:28][CH2:29][NH:30][C:7](=[O:9])[C:6]1[CH:10]=[C:2]([CH3:1])[CH:3]=[CH:4][C:5]=1[OH:11])[CH2:18][CH2:17]2. The yield is 0.930. (5) The reactants are [F:1][C:2]1[CH:3]=[CH:4][C:5]([N+:10]([O-:12])=[O:11])=[C:6]([CH2:8][OH:9])[CH:7]=1.[Cr](O[Cr]([O-])(=O)=O)([O-])(=O)=O.[NH+]1C=CC=CC=1.[NH+]1C=CC=CC=1. The catalyst is ClCCl. The product is [F:1][C:2]1[CH:3]=[CH:4][C:5]([N+:10]([O-:12])=[O:11])=[C:6]([CH:7]=1)[CH:8]=[O:9]. The yield is 0.690. (6) The reactants are [NH2:1][C:2]1[C:3](Cl)=[N:4][CH:5]=[CH:6][CH:7]=1.[C:9]1(B(O)O)[CH:14]=[CH:13][CH:12]=[CH:11][CH:10]=1.C(=O)([O-])[O-].[Na+].[Na+]. The catalyst is Cl[Pd](Cl)([P](C1C=CC=CC=1)(C1C=CC=CC=1)C1C=CC=CC=1)[P](C1C=CC=CC=1)(C1C=CC=CC=1)C1C=CC=CC=1.O1CCOCC1. The product is [C:9]1([C:3]2[C:2]([NH2:1])=[CH:7][CH:6]=[CH:5][N:4]=2)[CH:14]=[CH:13][CH:12]=[CH:11][CH:10]=1. The yield is 0.710.